The task is: Regression. Given a peptide amino acid sequence and an MHC pseudo amino acid sequence, predict their binding affinity value. This is MHC class I binding data.. This data is from Peptide-MHC class I binding affinity with 185,985 pairs from IEDB/IMGT. (1) The peptide sequence is KRQEILDLWVY. The MHC is HLA-A03:01 with pseudo-sequence HLA-A03:01. The binding affinity (normalized) is 0. (2) The peptide sequence is WPTVRERM. The MHC is HLA-B45:01 with pseudo-sequence HLA-B45:01. The binding affinity (normalized) is 0. (3) The peptide sequence is LLWTLVVLL. The MHC is HLA-B53:01 with pseudo-sequence HLA-B53:01. The binding affinity (normalized) is 0.00387. (4) The peptide sequence is VSLDFSPG. The MHC is H-2-Kb with pseudo-sequence H-2-Kb. The binding affinity (normalized) is 0.381. (5) The peptide sequence is LAIVTTPLV. The binding affinity (normalized) is 0.0847. The MHC is HLA-B18:01 with pseudo-sequence HLA-B18:01. (6) The peptide sequence is RKIYDLIEL. The MHC is HLA-B40:01 with pseudo-sequence HLA-B40:01. The binding affinity (normalized) is 0. (7) The peptide sequence is TIVLMAVHCM. The MHC is Mamu-A2601 with pseudo-sequence Mamu-A2601. The binding affinity (normalized) is 0.159.